Dataset: NCI-60 drug combinations with 297,098 pairs across 59 cell lines. Task: Regression. Given two drug SMILES strings and cell line genomic features, predict the synergy score measuring deviation from expected non-interaction effect. (1) Synergy scores: CSS=36.5, Synergy_ZIP=-8.20, Synergy_Bliss=-2.23, Synergy_Loewe=-7.44, Synergy_HSA=-1.47. Drug 1: C1=NC2=C(N1)C(=S)N=C(N2)N. Drug 2: C1=CN(C=N1)CC(O)(P(=O)(O)O)P(=O)(O)O. Cell line: SK-OV-3. (2) Synergy scores: CSS=7.22, Synergy_ZIP=4.90, Synergy_Bliss=12.3, Synergy_Loewe=8.89, Synergy_HSA=8.89. Cell line: SK-MEL-2. Drug 1: CC1=C(C=C(C=C1)NC2=NC=CC(=N2)N(C)C3=CC4=NN(C(=C4C=C3)C)C)S(=O)(=O)N.Cl. Drug 2: B(C(CC(C)C)NC(=O)C(CC1=CC=CC=C1)NC(=O)C2=NC=CN=C2)(O)O.